From a dataset of Reaction yield outcomes from USPTO patents with 853,638 reactions. Predict the reaction yield, written as a fraction of the theoretical maximum amount of product (1.0 means a 100% yield; for example, 0.34 means a 34% yield). (1) The reactants are C([N:8]1[C:14]2([CH2:16][CH2:15]2)[CH2:13][N:12]([C:17]2[C:18]3[CH:25]=[CH:24][NH:23][C:19]=3[N:20]=[CH:21][N:22]=2)[CH2:11][CH2:10][CH2:9]1)C1C=CC=CC=1.C([O-])=O.[NH4+]. The catalyst is CO.[C].[Pd]. The product is [CH2:15]1[C:14]2([NH:8][CH2:9][CH2:10][CH2:11][N:12]([C:17]3[C:18]4[CH:25]=[CH:24][NH:23][C:19]=4[N:20]=[CH:21][N:22]=3)[CH2:13]2)[CH2:16]1. The yield is 0.450. (2) The reactants are [Cl:1][C:2]1[CH:11]=[CH:10][C:9]2[C:8](O)=[N:7][C:6]([C:13]3[CH:18]=[CH:17][C:16]([O:19][CH3:20])=[CH:15][CH:14]=3)=[CH:5][C:4]=2[N:3]=1.P(Cl)(Cl)([Cl:23])=O. No catalyst specified. The product is [Cl:1][C:2]1[CH:11]=[CH:10][C:9]2[C:4](=[CH:5][C:6]([C:13]3[CH:18]=[CH:17][C:16]([O:19][CH3:20])=[CH:15][CH:14]=3)=[N:7][C:8]=2[Cl:23])[N:3]=1. The yield is 0.860. (3) The reactants are [N+:1]([C:4]1[CH:5]=[C:6]([NH:10][C:11]2[N:18]=[CH:17][CH:16]=[CH:15][C:12]=2[CH:13]=O)[CH:7]=[CH:8][CH:9]=1)([O-:3])=[O:2].[N:19]1[CH:24]=[CH:23][N:22]=[CH:21][C:20]=1[CH2:25][CH2:26][CH2:27][CH2:28][C:29](OCC)=[O:30].[Li+].CC([N-]C(C)C)C. No catalyst specified. The product is [N+:1]([C:4]1[CH:5]=[C:6]([N:10]2[C:11]3[C:12](=[CH:15][CH:16]=[CH:17][N:18]=3)[CH:13]=[C:28]([CH2:27][CH2:26][CH2:25][C:20]3[CH:21]=[N:22][CH:23]=[CH:24][N:19]=3)[C:29]2=[O:30])[CH:7]=[CH:8][CH:9]=1)([O-:3])=[O:2]. The yield is 0.330. (4) The reactants are [Si]([O:8][C:9]1[CH:10]=[C:11]([C:15]2([CH2:34][CH2:35][CH2:36][NH:37][C:38](=[O:44])[O:39][C:40]([CH3:43])([CH3:42])[CH3:41])[N:19]([C:20]3[S:21][C:22]([CH3:25])=[N:23][N:24]=3)[N:18]=[C:17]([C:26]3[CH:31]=[C:30]([F:32])[CH:29]=[CH:28][C:27]=3[F:33])[S:16]2)[CH:12]=[CH:13][CH:14]=1)(C(C)(C)C)(C)C.CCCC[N+](CCCC)(CCCC)CCCC.[F-]. The catalyst is C1COCC1. The product is [F:33][C:27]1[CH:28]=[CH:29][C:30]([F:32])=[CH:31][C:26]=1[C:17]1[S:16][C:15]([CH2:34][CH2:35][CH2:36][NH:37][C:38](=[O:44])[O:39][C:40]([CH3:43])([CH3:42])[CH3:41])([C:11]2[CH:12]=[CH:13][CH:14]=[C:9]([OH:8])[CH:10]=2)[N:19]([C:20]2[S:21][C:22]([CH3:25])=[N:23][N:24]=2)[N:18]=1. The yield is 0.820. (5) The reactants are [Cl:1][C:2]1([Cl:14])[C:4]([CH3:6])([CH3:5])[CH:3]1[C:7]([O:9]C(C)(C)C)=[O:8].FC(F)(F)C(O)=O.[OH-].[Na+].O. The catalyst is ClCCl. The product is [Cl:1][C:2]1([Cl:14])[C:4]([CH3:6])([CH3:5])[CH:3]1[C:7]([OH:9])=[O:8]. The yield is 0.940. (6) The reactants are [NH2:1][C:2]1[CH:3]=[C:4]([N:8]2[CH:12]=[CH:11][N:10]=[CH:9]2)[CH:5]=[CH:6][CH:7]=1.[CH2:13]([O:15][C:16](=[O:25])[CH2:17][C:18](=O)[CH2:19][CH2:20][CH2:21][CH2:22]Cl)[CH3:14].II.[CH:28]1C=CC=CC=1. No catalyst specified. The product is [CH2:13]([O:15][C:16](=[O:25])[CH:17]=[CH:18][CH:19]1[CH2:20][CH2:21][CH2:22][CH2:28][N:1]1[C:2]1[CH:7]=[CH:6][CH:5]=[C:4]([N:8]2[CH:12]=[CH:11][N:10]=[CH:9]2)[CH:3]=1)[CH3:14]. The yield is 0.0800.